From a dataset of Catalyst prediction with 721,799 reactions and 888 catalyst types from USPTO. Predict which catalyst facilitates the given reaction. (1) Reactant: [C:1]([OH:6])(=[O:5])[C:2]([CH3:4])=[CH2:3].[C:7]([O:11][CH2:12][CH2:13][CH2:14][CH3:15])(=[O:10])[CH:8]=[CH2:9]. Product: [C:7]([O:11][CH2:12][CH2:13][CH2:14][CH3:15])(=[O:10])[CH:8]=[CH2:9].[C:1]([O:6][CH3:7])(=[O:5])[C:2]([CH3:4])=[CH2:3].[C:1]([OH:6])(=[O:5])[C:2]([CH3:4])=[CH2:3]. The catalyst class is: 6. (2) Reactant: NC1C=CNN=1.O/[CH:8]=[C:9]1\[C:10](=[O:18])[NH:11][C:12]2[C:17]\1=[CH:16][CH:15]=[CH:14][CH:13]=2.[CH2:19]([O:21][C:22]([C:24]1[C:25]([NH2:29])=[N:26][NH:27][CH:28]=1)=[O:23])[CH3:20]. Product: [CH2:19]([O:21][C:22]([C:24]1[C:25]([NH:29][CH:8]=[C:9]2[C:17]3[C:12](=[CH:13][CH:14]=[CH:15][CH:16]=3)[NH:11][C:10]2=[O:18])=[N:26][NH:27][CH:28]=1)=[O:23])[CH3:20]. The catalyst class is: 7. (3) Reactant: [CH2:1]([N:8]1[C:16]2[CH:15]=CC=[C:12]([C:17]([O-])=O)[C:11]=2[C:10]([CH2:20][CH2:21]N[C@H]2C3CCN(CC3)C2)=[N:9]1)[C:2]1[CH:7]=[CH:6][CH:5]=[CH:4][CH:3]=1.[Li+].[CH:32]([N:35]([CH2:39][CH3:40])[CH:36]([CH3:38])C)([CH3:34])C.[CH3:41]CCP1(OP(CCC)(=O)OP(CCC)(=O)O1)=O.C(=O)(O)[O-].[Na+].[CH3:64][N:65]([CH:67]=[O:68])C. Product: [CH2:1]([N:8]1[C:16]2=[CH:15][CH:64]=[N:65][C:67](=[O:68])[C:12]3=[C:11]2[C:10]([CH2:20][CH2:21][C@H:17]3[CH:40]2[CH:41]3[CH2:34][CH2:32][N:35]([CH2:36][CH2:38]3)[CH2:39]2)=[N:9]1)[C:2]1[CH:3]=[CH:4][CH:5]=[CH:6][CH:7]=1. The catalyst class is: 170. (4) Reactant: [Br:1][C:2]1[S:3][C:4]([Br:30])=[C:5]([CH2:22][C:23]2[CH:28]=[CH:27][CH:26]=[C:25]([Cl:29])[CH:24]=2)[C:6]=1[C:7]([NH:9][C@H:10]([C:12]1[CH:21]=[CH:20][C:15]([C:16]([O:18]C)=[O:17])=[CH:14][CH:13]=1)[CH3:11])=[O:8]. Product: [Br:1][C:2]1[S:3][C:4]([Br:30])=[C:5]([CH2:22][C:23]2[CH:28]=[CH:27][CH:26]=[C:25]([Cl:29])[CH:24]=2)[C:6]=1[C:7]([NH:9][C@H:10]([C:12]1[CH:13]=[CH:14][C:15]([C:16]([OH:18])=[O:17])=[CH:20][CH:21]=1)[CH3:11])=[O:8]. The catalyst class is: 521. (5) Reactant: [Si:1]([O:8][CH2:9][C:10]1[CH:15]=[CH:14][N+:13]([O-])=[CH:12][CH:11]=1)([C:4]([CH3:7])([CH3:6])[CH3:5])([CH3:3])[CH3:2].[Si]([C:21]#[N:22])(C)(C)C.C([O-])([O-])=O.[K+].[K+]. Product: [Si:1]([O:8][CH2:9][C:10]1[CH:15]=[CH:14][N:13]=[C:12]([C:21]#[N:22])[CH:11]=1)([C:4]([CH3:7])([CH3:6])[CH3:5])([CH3:3])[CH3:2]. The catalyst class is: 2.